Dataset: Full USPTO retrosynthesis dataset with 1.9M reactions from patents (1976-2016). Task: Predict the reactants needed to synthesize the given product. Given the product [C:1]([O:5][C:6]([NH:8][C:9]1[S:10][C:11]([CH2:14][CH2:15][C@H:16]2[C:19](=[O:20])[N:18]([C:32](=[O:33])[NH:31][C@@H:34]([C:36]3[CH:41]=[CH:40][CH:39]=[CH:38][CH:37]=3)[CH3:35])[C@@H:17]2[C:21]([O:23][CH2:24][C:25]2[CH:26]=[CH:27][CH:28]=[CH:29][CH:30]=2)=[O:22])=[CH:12][N:13]=1)=[O:7])([CH3:4])([CH3:2])[CH3:3], predict the reactants needed to synthesize it. The reactants are: [C:1]([O:5][C:6]([NH:8][C:9]1[S:10][C:11]([CH2:14][CH2:15][C@H:16]2[C:19](=[O:20])[NH:18][C@@H:17]2[C:21]([O:23][CH2:24][C:25]2[CH:30]=[CH:29][CH:28]=[CH:27][CH:26]=2)=[O:22])=[CH:12][N:13]=1)=[O:7])([CH3:4])([CH3:3])[CH3:2].[N:31]([C@@H:34]([C:36]1[CH:41]=[CH:40][CH:39]=[CH:38][CH:37]=1)[CH3:35])=[C:32]=[O:33].